From a dataset of Forward reaction prediction with 1.9M reactions from USPTO patents (1976-2016). Predict the product of the given reaction. (1) Given the reactants [C:1]([O:5][C:6]([N:8]1[CH2:11][CH:10]([C:12]2[CH:13]=[C:14]3[C:18](=[CH:19][CH:20]=2)[N:17]([Si](C(C)C)(C(C)C)C(C)C)[CH:16]=[CH:15]3)[CH2:9]1)=[O:7])([CH3:4])([CH3:3])[CH3:2].[F-].C([N+](CCCC)(CCCC)CCCC)CCC, predict the reaction product. The product is: [C:1]([O:5][C:6]([N:8]1[CH2:9][CH:10]([C:12]2[CH:13]=[C:14]3[C:18](=[CH:19][CH:20]=2)[NH:17][CH:16]=[CH:15]3)[CH2:11]1)=[O:7])([CH3:4])([CH3:2])[CH3:3]. (2) Given the reactants C([O:4][CH:5]1[C:9]2=[N:10][CH:11]=[C:12]([NH:28][C:29]([C:31]3[CH:36]=[CH:35][C:34]([F:37])=[C:33]([C:38]4[C:43]([F:44])=[CH:42][C:41]([S:45]([CH3:48])(=[O:47])=[O:46])=[CH:40][C:39]=4[F:49])[N:32]=3)=[O:30])[C:13]([N:14]3[CH2:19][CH2:18][CH2:17][C@H:16]([NH:20]C(OC(C)(C)C)=O)[CH2:15]3)=[C:8]2[CH2:7][CH2:6]1)(=O)C.[OH-].[Na+].C(O)(C(F)(F)F)=O, predict the reaction product. The product is: [NH2:20][C@H:16]1[CH2:17][CH2:18][CH2:19][N:14]([C:13]2[C:12]([NH:28][C:29]([C:31]3[CH:36]=[CH:35][C:34]([F:37])=[C:33]([C:38]4[C:39]([F:49])=[CH:40][C:41]([S:45]([CH3:48])(=[O:46])=[O:47])=[CH:42][C:43]=4[F:44])[N:32]=3)=[O:30])=[CH:11][N:10]=[C:9]3[CH:5]([OH:4])[CH2:6][CH2:7][C:8]=23)[CH2:15]1.